Dataset: Full USPTO retrosynthesis dataset with 1.9M reactions from patents (1976-2016). Task: Predict the reactants needed to synthesize the given product. (1) Given the product [C:29]([O:28][C:26]([N:19]1[C:20]2[C:16](=[C:15]([N:14]([CH:12]3[CH2:11][N:10]([C:8]([O:7][C:3]([CH3:6])([CH3:5])[CH3:4])=[O:9])[CH2:13]3)[CH3:34])[CH:23]=[CH:22][C:21]=2[C:24]#[N:25])[CH:17]=[CH:18]1)=[O:27])([CH3:32])([CH3:31])[CH3:30], predict the reactants needed to synthesize it. The reactants are: [H-].[Na+].[C:3]([O:7][C:8]([N:10]1[CH2:13][CH:12]([NH:14][C:15]2[CH:23]=[CH:22][C:21]([C:24]#[N:25])=[C:20]3[C:16]=2[CH:17]=[CH:18][N:19]3[C:26]([O:28][C:29]([CH3:32])([CH3:31])[CH3:30])=[O:27])[CH2:11]1)=[O:9])([CH3:6])([CH3:5])[CH3:4].I[CH3:34]. (2) Given the product [CH3:49][O:48][CH2:47][C@@H:45]1[CH2:44][N:43]([C:50]([O:52][C:53]([CH3:56])([CH3:54])[CH3:55])=[O:51])[C@H:42]([C:40]2[NH:41][C:37]([C:32]3[CH:33]=[C:34]4[CH2:35][O:36][C:23]5[CH:22]=[C:21]6[C:26]([CH:27]=[CH:28][C:18]7[N:17]=[C:16]([C@@H:12]8[CH2:13][CH2:14][CH2:15][NH:11]8)[NH:20][C:19]=76)=[CH:25][C:24]=5[C:29]4=[CH:30][CH:31]=3)=[CH:38][N:39]=2)[CH2:46]1, predict the reactants needed to synthesize it. The reactants are: C(OC([N:11]1[CH2:15][CH2:14][CH2:13][C@H:12]1[C:16]1[NH:20][C:19]2[C:21]3[C:26]([CH:27]=[CH:28][C:18]=2[N:17]=1)=[CH:25][C:24]1[C:29]2[C:34]([CH2:35][O:36][C:23]=1[CH:22]=3)=[CH:33][C:32]([C:37]1[NH:41][C:40]([C@@H:42]3[CH2:46][C@H:45]([CH2:47][O:48][CH3:49])[CH2:44][N:43]3[C:50]([O:52][C:53]([CH3:56])([CH3:55])[CH3:54])=[O:51])=[N:39][CH:38]=1)=[CH:31][CH:30]=2)=O)C1C=CC=CC=1.C([O-])(O)=O.[Na+]. (3) The reactants are: [Cl:1][C:2]1[N:10]=[C:9]2[C:5]([N:6]=[CH:7][N:8]2[CH:11]([CH3:14])[CH2:12][CH3:13])=[C:4](Cl)[N:3]=1.C(O)CCC.[CH2:21]([NH2:24])[CH2:22][CH3:23]. Given the product [Cl:1][C:2]1[N:10]=[C:9]2[C:5]([N:6]=[CH:7][N:8]2[CH:11]([CH3:14])[CH2:12][CH3:13])=[C:4]([NH:24][CH2:21][CH2:22][CH3:23])[N:3]=1, predict the reactants needed to synthesize it. (4) Given the product [NH2:21][CH:11]([CH2:10][C:9]1[CH:29]=[CH:30][CH:31]=[C:7]([CH:2]([F:1])[C:3]([F:6])([CH3:5])[CH3:4])[CH:8]=1)[CH:12]([C:14]1[CH:19]=[CH:18][C:17]([F:20])=[CH:16][CH:15]=1)[OH:13], predict the reactants needed to synthesize it. The reactants are: [F:1][CH:2]([C:7]1[CH:8]=[C:9]([CH:29]=[CH:30][CH:31]=1)[CH2:10][CH:11]([NH:21]C(=O)OC(C)(C)C)[CH:12]([C:14]1[CH:19]=[CH:18][C:17]([F:20])=[CH:16][CH:15]=1)[OH:13])[C:3]([F:6])([CH3:5])[CH3:4]. (5) Given the product [CH2:41]1[C:40]2[C:35](=[CH:36][CH:37]=[CH:38][CH:39]=2)[CH2:34][CH:33]1[C@H:9]1[NH:8][C:6](=[O:7])[C@@H:13]([CH2:14][CH:15]([CH3:17])[CH3:16])[N:12]([C@H:22]([C:26]2[CH:27]=[CH:28][C:29]([F:32])=[CH:30][CH:31]=2)[C:23]([NH:54][CH2:53][C:52]([F:56])([F:55])[F:51])=[O:24])[C:10]1=[O:11], predict the reactants needed to synthesize it. The reactants are: C(O[C:6]([NH:8][C@H:9]([CH:33]1[CH2:41][C:40]2[C:35](=[CH:36][CH:37]=[CH:38][CH:39]=2)[CH2:34]1)[C:10]([N:12]([C@H:22]([C:26]1[CH:31]=[CH:30][C:29]([F:32])=[CH:28][CH:27]=1)[C:23](O)=[O:24])[C@@H:13](C(OC)=O)[CH2:14][CH:15]([CH3:17])[CH3:16])=[O:11])=[O:7])(C)(C)C.C(N(C(C)C)CC)(C)C.[F:51][C:52]([F:56])([F:55])[CH2:53][NH2:54]. (6) The reactants are: [Cl:1][C:2]1[CH:3]=[C:4]([CH2:9][CH2:10][CH2:11][C:12]2[O:16][N:15]=[C:14]([C:17]([O:19]CC)=[O:18])[CH:13]=2)[CH:5]=[CH:6][C:7]=1[Cl:8].[OH-].[K+].O. Given the product [Cl:1][C:2]1[CH:3]=[C:4]([CH2:9][CH2:10][CH2:11][C:12]2[O:16][N:15]=[C:14]([C:17]([OH:19])=[O:18])[CH:13]=2)[CH:5]=[CH:6][C:7]=1[Cl:8], predict the reactants needed to synthesize it.